Dataset: Experimentally validated miRNA-target interactions with 360,000+ pairs, plus equal number of negative samples. Task: Binary Classification. Given a miRNA mature sequence and a target amino acid sequence, predict their likelihood of interaction. (1) The miRNA is hsa-miR-450b-3p with sequence UUGGGAUCAUUUUGCAUCCAUA. The protein sequence of the target gene is MEGSPIPVLTVPTAPYEDQRPTGGGGLRRPTGLFEGQRNYLPNFIQSVLSSIDLRDRQGCTMVVGSDGRYFSRTATEIVVQMAAANGIGRLIIGQNGILSTPAVSCIIRKIKAAGGIILTASHCPGGPGGEFGVKFNVANGGPAPDVVSDKIYQISKTIEEYAICPDLRIDLSRLGRQEFDLENKFKPFRVEIVDPVDIYLNLLRNIFDFNAIKSLLTGPSQLKIRVDAMHGVMGPYVRKVLCDELGAPANSAINCVPLEDFGGQHPDPNLTYATTLLEAMKGGEYGFGAAFDADGDRYM.... Result: 0 (no interaction). (2) The miRNA is mmu-miR-302c-3p with sequence AAGUGCUUCCAUGUUUCAGUGG. The protein sequence of the target gene is MKPQFVGILLSSLLGAALGNRMRCYNCGGSPSSSCKEAVTTCGEGRPQPGLEQIKLPGNPPVTLIHQHPACVAAHHCNQVETESVGDVTYPAHRDCYLGDLCNSAVASHVAPAGILAAAATALTCLLPGLWSG. Result: 0 (no interaction). (3) The protein sequence of the target gene is MPKTISVRVTTMDAELEFAIQPNTTGKQLFDQVVKTIGLREVWFFGLQYQDTKGFSTWLKLNKKVTAQDVRKESPLLFKFRAKFYPEDVSEELIQDITQRLFFLQVKEGILNDDIYCPPETAVLLASYAVQSKYGDFNKEVHKSGYLAGDKLLPQRVLEQHKLNKDQWEERIQVWHEEHRGMLREDAVLEYLKIAQDLEMYGVNYFSIKNKKGSELWLGVDALGLNIYEQNDRLTPKIGFPWSEIRNISFNDKKFVIKPIDKKAPDFVFYAPRLRINKRILALCMGNHELYMRRRKPDTI.... The miRNA is hsa-miR-6834-5p with sequence GUGAGGGACUGGGAUUUGUGG. Result: 1 (interaction).